Dataset: Forward reaction prediction with 1.9M reactions from USPTO patents (1976-2016). Task: Predict the product of the given reaction. (1) Given the reactants [Cl:1][C:2]1[CH:7]=[CH:6][C:5]([O:8][C:9]2[CH:14]=[CH:13][C:12]([C:15](=[O:22])[CH2:16][C:17]([O:19][CH2:20][CH3:21])=[O:18])=[CH:11][CH:10]=2)=[CH:4][C:3]=1[CH2:23][CH3:24].[H-].[Na+].[F:27][C:28]([F:41])([O:32][C:33]1[CH:34]=[C:35]([CH2:39]Br)[CH:36]=[CH:37][CH:38]=1)[CH:29]([F:31])[F:30].O, predict the reaction product. The product is: [Cl:1][C:2]1[CH:7]=[CH:6][C:5]([O:8][C:9]2[CH:10]=[CH:11][C:12]([C:15](=[O:22])[CH:16]([CH2:39][C:35]3[CH:36]=[CH:37][CH:38]=[C:33]([O:32][C:28]([F:27])([F:41])[CH:29]([F:30])[F:31])[CH:34]=3)[C:17]([O:19][CH2:20][CH3:21])=[O:18])=[CH:13][CH:14]=2)=[CH:4][C:3]=1[CH2:23][CH3:24]. (2) Given the reactants [C:1]([N:4]1[CH2:9][CH2:8][N:7]2[N:10]=[C:11]([NH:13][C:14]3[C:15](=[O:22])[N:16]([CH3:21])[CH:17]=[C:18](Br)[CH:19]=3)[CH:12]=[C:6]2[CH2:5]1)(=[O:3])[CH3:2].[C:23]([O:26][CH2:27][C:28]1[C:29]([N:37]2[C:49](=[O:50])[C:48]3[S:47][C:46]4[CH2:45][CH2:44][CH2:43][CH2:42][C:41]=4[C:40]=3[CH:39]=[N:38]2)=[N:30][CH:31]=[CH:32][C:33]=1B(O)O)(=[O:25])[CH3:24].[O-]P([O-])([O-])=O.[K+].[K+].[K+].C([O-])(=O)C.[Na+], predict the reaction product. The product is: [C:23]([O:26][CH2:27][C:28]1[C:29]([N:37]2[C:49](=[O:50])[C:48]3[S:47][C:46]4[CH2:45][CH2:44][CH2:43][CH2:42][C:41]=4[C:40]=3[CH:39]=[N:38]2)=[N:30][CH:31]=[CH:32][C:33]=1[C:18]1[CH:19]=[C:14]([NH:13][C:11]2[CH:12]=[C:6]3[CH2:5][N:4]([C:1](=[O:3])[CH3:2])[CH2:9][CH2:8][N:7]3[N:10]=2)[C:15](=[O:22])[N:16]([CH3:21])[CH:17]=1)(=[O:25])[CH3:24]. (3) Given the reactants C[O:2][C:3](=[O:31])[C@H:4]([NH:12][C:13]([O:15][CH2:16][C:17]1[CH:22]=[CH:21][C:20]([CH2:23][O:24][C:25]2[CH:30]=[CH:29][CH:28]=[CH:27][CH:26]=2)=[CH:19][CH:18]=1)=[O:14])[CH2:5][C:6]1[CH:11]=[CH:10][CH:9]=[CH:8][CH:7]=1.[Li+].[OH-], predict the reaction product. The product is: [O:24]([CH2:23][C:20]1[CH:21]=[CH:22][C:17]([CH2:16][O:15][C:13]([NH:12][C@H:4]([CH2:5][C:6]2[CH:11]=[CH:10][CH:9]=[CH:8][CH:7]=2)[C:3]([OH:31])=[O:2])=[O:14])=[CH:18][CH:19]=1)[C:25]1[CH:26]=[CH:27][CH:28]=[CH:29][CH:30]=1. (4) Given the reactants C(O[C:6](=O)[NH:7][C:8]1[CH:13]=[CH:12][N:11]=[CH:10][C:9]=1[CH3:14])(C)(C)C.C([Li])(C)(C)C.[C:22]([O:24][CH2:25][CH3:26])(=[O:23])[C:22]([O:24][CH2:25][CH3:26])=[O:23].Cl, predict the reaction product. The product is: [CH2:25]([O:24][C:22]([C:6]1[NH:7][C:8]2[CH:13]=[CH:12][N:11]=[CH:10][C:9]=2[CH:14]=1)=[O:23])[CH3:26]. (5) Given the reactants [C:1]1([N:7]2[C:19]3[CH:18]=[CH:17][C:16](C4C=CC([C:16]5[CH:17]=[CH:18][C:19]6[N:7]([C:1]7[CH:2]=[CH:3][CH:4]=[CH:5][CH:6]=7)[C:8]7[C:13]([C:14]=6[CH:15]=5)=[CH:12][CH:11]=[CH:10][CH:9]=7)=CC=4)=[CH:15][C:14]=3[C:13]3[C:8]2=[CH:9][CH:10]=[CH:11][CH:12]=3)[CH:6]=[CH:5][CH:4]=[CH:3][CH:2]=1.II.C1(N2C3C=CC(B(O)O)=CC=3C3C2=CC=CC=3)C=CC=CC=1.[B].[Br:70][C:71]1[CH:76]=[CH:75][C:74](I)=[CH:73][CH:72]=1, predict the reaction product. The product is: [Br:70][C:71]1[CH:76]=[CH:75][C:74]([C:16]2[CH:17]=[CH:18][C:19]3[N:7]([C:1]4[CH:6]=[CH:5][CH:4]=[CH:3][CH:2]=4)[C:8]4[C:13]([C:14]=3[CH:15]=2)=[CH:12][CH:11]=[CH:10][CH:9]=4)=[CH:73][CH:72]=1. (6) Given the reactants [CH:1]1([N:7]2[C:12](=[O:13])[CH2:11][C:10](=[O:14])[N:9]([CH:15]3[CH2:20][CH2:19][O:18][CH2:17][CH2:16]3)[C:8]2=[O:21])[CH2:6][CH2:5][CH2:4][CH2:3][CH2:2]1.C(N(C(C)C)CC)(C)C.[N:31]([CH2:34][C:35]([O:37]CC)=[O:36])=[C:32]=[O:33], predict the reaction product. The product is: [CH:1]1([N:7]2[C:12](=[O:13])[C:11]([C:32]([NH:31][CH2:34][C:35]([OH:37])=[O:36])=[O:33])=[C:10]([OH:14])[N:9]([CH:15]3[CH2:20][CH2:19][O:18][CH2:17][CH2:16]3)[C:8]2=[O:21])[CH2:2][CH2:3][CH2:4][CH2:5][CH2:6]1. (7) The product is: [N:1]1[C:9]([NH:10][C@H:11]([C:13]2[N:14]=[C:15]([O:24][CH2:25][C:26]([OH:28])=[O:27])[C:16]3[C:21]([CH:22]=2)=[CH:20][CH:19]=[CH:18][C:17]=3[Cl:23])[CH3:12])=[C:8]2[C:4]([NH:5][CH:6]=[N:7]2)=[N:3][CH:2]=1. Given the reactants [N:1]1[C:9]([NH:10][C@H:11]([C:13]2[N:14]=[C:15]([O:24][CH2:25][C:26]([O:28]C)=[O:27])[C:16]3[C:21]([CH:22]=2)=[CH:20][CH:19]=[CH:18][C:17]=3[Cl:23])[CH3:12])=[C:8]2[C:4]([NH:5][CH:6]=[N:7]2)=[N:3][CH:2]=1.[Li+].[OH-], predict the reaction product.